From a dataset of Catalyst prediction with 721,799 reactions and 888 catalyst types from USPTO. Predict which catalyst facilitates the given reaction. (1) Reactant: [CH3:1][NH:2][C:3]1[S:7][N:6]=[CH:5][N:4]=1.C[Si]([N-][Si](C)(C)C)(C)C.[Li+].[F:18][C:19]1[CH:24]=[C:23]([F:25])[C:22]([F:26])=[CH:21][C:20]=1[S:27](Cl)(=[O:29])=[O:28].[Cl-].[NH4+]. Product: [F:18][C:19]1[CH:24]=[C:23]([F:25])[C:22]([F:26])=[CH:21][C:20]=1[S:27]([N:2]([CH3:1])[C:3]1[S:7][N:6]=[CH:5][N:4]=1)(=[O:29])=[O:28]. The catalyst class is: 7. (2) Reactant: [CH3:1][C:2]1([CH3:21])[O:7][C:6]2[CH:8]=[CH:9][CH:10]=[C:11](OS(C(F)(F)F)(=O)=O)[C:5]=2[C:4](=[O:20])[O:3]1.[CH2:22]([Sn](CCCC)(CCCC)C=C)[CH2:23]CC.[Cl-].[Li+].C(N(CC)CC)C. Product: [CH:22]([C:11]1[C:5]2[C:4](=[O:20])[O:3][C:2]([CH3:21])([CH3:1])[O:7][C:6]=2[CH:8]=[CH:9][CH:10]=1)=[CH2:23]. The catalyst class is: 77.